From a dataset of Peptide-MHC class II binding affinity with 134,281 pairs from IEDB. Regression. Given a peptide amino acid sequence and an MHC pseudo amino acid sequence, predict their binding affinity value. This is MHC class II binding data. (1) The peptide sequence is YAKMRSAHTNDVKQL. The MHC is DRB1_1201 with pseudo-sequence DRB1_1201. The binding affinity (normalized) is 0.216. (2) The binding affinity (normalized) is 0.849. The MHC is HLA-DPA10201-DPB10501 with pseudo-sequence HLA-DPA10201-DPB10501. The peptide sequence is EKKYFAATQFEPIAA. (3) The peptide sequence is IEKVDAAFKVAATAANAAPA. The MHC is DRB1_0405 with pseudo-sequence DRB1_0405. The binding affinity (normalized) is 0.819. (4) The peptide sequence is GNCTTNILEAKYWCP. The MHC is DRB1_0301 with pseudo-sequence DRB1_0301. The binding affinity (normalized) is 0.426. (5) The peptide sequence is WKLEGRWDGEEEVQL. The MHC is DRB1_0901 with pseudo-sequence DRB1_0901. The binding affinity (normalized) is 0.